The task is: Regression. Given a peptide amino acid sequence and an MHC pseudo amino acid sequence, predict their binding affinity value. This is MHC class I binding data.. This data is from Peptide-MHC class I binding affinity with 185,985 pairs from IEDB/IMGT. (1) The peptide sequence is LFLAFVVFL. The MHC is HLA-A24:02 with pseudo-sequence HLA-A24:02. The binding affinity (normalized) is 0.0475. (2) The peptide sequence is YMPTVIEEL. The MHC is HLA-A02:17 with pseudo-sequence HLA-A02:17. The binding affinity (normalized) is 0.847. (3) The peptide sequence is EGKDTPGGY. The MHC is HLA-A29:02 with pseudo-sequence HLA-A29:02. The binding affinity (normalized) is 0. (4) The peptide sequence is FPIQDFPII. The MHC is HLA-B15:42 with pseudo-sequence HLA-B15:42. The binding affinity (normalized) is 0.213.